From a dataset of Peptide-MHC class II binding affinity with 134,281 pairs from IEDB. Regression. Given a peptide amino acid sequence and an MHC pseudo amino acid sequence, predict their binding affinity value. This is MHC class II binding data. The peptide sequence is TRVVLSEMKEAFHGL. The MHC is DRB3_0101 with pseudo-sequence DRB3_0101. The binding affinity (normalized) is 0.338.